From a dataset of Forward reaction prediction with 1.9M reactions from USPTO patents (1976-2016). Predict the product of the given reaction. Given the reactants [F:1][CH:2]([F:21])[C:3]1[N:8]=[C:7]([C:9]2[CH2:14][CH2:13][CH:12]([CH2:15][C:16]([O:18][CH2:19][CH3:20])=[O:17])[CH2:11][CH:10]=2)[CH:6]=[CH:5][CH:4]=1.C([O-])=O.[NH4+], predict the reaction product. The product is: [F:21][CH:2]([F:1])[C:3]1[N:8]=[C:7]([CH:9]2[CH2:10][CH2:11][CH:12]([CH2:15][C:16]([O:18][CH2:19][CH3:20])=[O:17])[CH2:13][CH2:14]2)[CH:6]=[CH:5][CH:4]=1.